Dataset: Reaction yield outcomes from USPTO patents with 853,638 reactions. Task: Predict the reaction yield, written as a fraction of the theoretical maximum amount of product (1.0 means a 100% yield; for example, 0.34 means a 34% yield). (1) The reactants are CO[C:3](=O)[N:4]([CH2:6][C:7]1[CH:12]=[CH:11][C:10]([C:13]2[NH:14][C:15]3[CH:16]=[C:17]([F:27])[CH:18]=[C:19]4[C:25](=[O:26])[NH:24][CH2:23][CH2:22][C:21]=2[C:20]=34)=[CH:9][CH:8]=1)C.C(CN)O.[OH-].[Na+]. The catalyst is Br.C(O)(=O)C. The product is [F:27][C:17]1[CH:18]=[C:19]2[C:25](=[O:26])[NH:24][CH2:23][CH2:22][C:21]3=[C:13]([C:10]4[CH:9]=[CH:8][C:7]([CH2:6][NH:4][CH3:3])=[CH:12][CH:11]=4)[NH:14][C:15]([CH:16]=1)=[C:20]23. The yield is 0.880. (2) The reactants are BrC[CH:3]1[CH2:8][CH2:7][CH2:6][N:5]([CH3:9])[CH2:4]1.[CH3:10][C:11]([O:14][C:15]([NH:17][C:18]([O:20][C:21]([CH3:24])([CH3:23])[CH3:22])=[O:19])=[O:16])([CH3:13])[CH3:12].C(=O)([O-])[O-].[Cs+].[Cs+]. The catalyst is C(#N)C.[I-].[Li+]. The product is [C:21]([O:20][C:18]([N:17]([C:15]([O:14][C:11]([CH3:13])([CH3:12])[CH3:10])=[O:16])[CH:3]1[CH2:8][CH2:7][CH2:6][N:5]([CH3:9])[CH2:4]1)=[O:19])([CH3:24])([CH3:23])[CH3:22]. The yield is 0.520. (3) The product is [C:1]([O:5][C:6]([N:8]1[C:16]2[CH:15]=[CH:14][C:13]([Cl:17])=[CH:12][C:11]=2[C:10]2[CH2:18][CH:19]([C:21]([S:27]([C:30]3[CH:31]=[CH:32][CH:33]=[CH:34][CH:35]=3)(=[O:28])=[O:29])([CH3:22])[CH2:23][OH:24])[CH2:20][C:9]1=2)=[O:7])([CH3:2])([CH3:3])[CH3:4]. The reactants are [C:1]([O:5][C:6]([N:8]1[C:16]2[CH:15]=[CH:14][C:13]([Cl:17])=[CH:12][C:11]=2[C:10]2[CH2:18][CH:19]([C:21]([S:27]([C:30]3[CH:35]=[CH:34][CH:33]=[CH:32][CH:31]=3)(=[O:29])=[O:28])([C:23](OC)=[O:24])[CH3:22])[CH2:20][C:9]1=2)=[O:7])([CH3:4])([CH3:3])[CH3:2].[H-].[H-].[H-].[H-].[Li+].[Al+3]. The yield is 0.350. The catalyst is C1COCC1.